Dataset: Forward reaction prediction with 1.9M reactions from USPTO patents (1976-2016). Task: Predict the product of the given reaction. (1) Given the reactants O.O.[Sn](Cl)Cl.Cl.[Cl:7][C:8]1[CH:9]=[C:10]([CH:39]=[CH:40][CH:41]=1)[CH2:11][CH2:12][C:13]1[C:22]2[C:17](=[CH:18][CH:19]=[C:20]([C:23]([C:30]3[CH:35]=[CH:34][C:33]([Cl:36])=[CH:32][CH:31]=3)(O)[C:24]3[S:25][CH:26]=[CH:27][N:28]=3)[CH:21]=2)[N:16](C)[C:15](=[O:38])[CH:14]=1, predict the reaction product. The product is: [Cl:7][C:8]1[CH:9]=[C:10]([CH:39]=[CH:40][CH:41]=1)[CH2:11][CH2:12][C:13]1[C:22]2[C:17](=[CH:18][CH:19]=[C:20]([CH:23]([C:30]3[CH:35]=[CH:34][C:33]([Cl:36])=[CH:32][CH:31]=3)[C:24]3[S:25][CH:26]=[CH:27][N:28]=3)[CH:21]=2)[NH:16][C:15](=[O:38])[CH:14]=1. (2) The product is: [CH:1]([C:3]1[CH:11]=[CH:10][C:6]([C:7]([O:9][CH2:12][C:13]([F:16])([F:15])[F:14])=[O:8])=[CH:5][CH:4]=1)=[CH2:2]. Given the reactants [CH:1]([C:3]1[CH:11]=[CH:10][C:6]([C:7]([OH:9])=[O:8])=[CH:5][CH:4]=1)=[CH2:2].[CH2:12](O)[C:13]([F:16])([F:15])[F:14].C1(N=C=NC2CCCCC2)CCCCC1.C(C1C=C(C)C=C(C(C)(C)C)C=1O)(C)(C)C, predict the reaction product. (3) Given the reactants [C:1]([C:4]1[CH:5]=[C:6](B(O)O)[CH:7]=[CH:8][CH:9]=1)([OH:3])=[O:2].Cl[C:14]1[C:15]2[C:22]([C:23]([O:25][CH2:26][CH3:27])=[O:24])=[CH:21][NH:20][C:16]=2[N:17]=[CH:18][N:19]=1.C(=O)([O-])[O-].[Na+].[Na+], predict the reaction product. The product is: [CH2:26]([O:25][C:23]([C:22]1[C:15]2[C:14]([C:6]3[CH:5]=[C:4]([CH:9]=[CH:8][CH:7]=3)[C:1]([OH:3])=[O:2])=[N:19][CH:18]=[N:17][C:16]=2[NH:20][CH:21]=1)=[O:24])[CH3:27]. (4) Given the reactants [NH2:1][CH2:2][CH:3]1[CH2:8][C:7]([F:10])([F:9])[CH2:6][CH2:5][N:4]1[C:11]([C:13]1[CH:18]=[C:17]([CH3:19])[CH:16]=[CH:15][C:14]=1[N:20]1[N:24]=[CH:23][CH:22]=[N:21]1)=[O:12].Br[C:26]1[CH:31]=[CH:30][C:29]([Cl:32])=[CH:28][N:27]=1, predict the reaction product. The product is: [Cl:32][C:29]1[CH:30]=[CH:31][C:26]([NH:1][CH2:2][C@@H:3]2[CH2:8][C:7]([F:10])([F:9])[CH2:6][CH2:5][N:4]2[C:11]([C:13]2[CH:18]=[C:17]([CH3:19])[CH:16]=[CH:15][C:14]=2[N:20]2[N:24]=[CH:23][CH:22]=[N:21]2)=[O:12])=[N:27][CH:28]=1. (5) Given the reactants [NH3:1].[CH2:2]([O:4][C:5]([C:7]1[C:8]2[S:16][CH:15]=[C:14]([CH2:17][O:18][C:19]3[CH:24]=[CH:23][CH:22]=[C:21]([CH2:25][NH:26][C:27]4[CH:32]=[CH:31][CH:30]=[CH:29][CH:28]=4)[CH:20]=3)[C:9]=2[C:10](Cl)=[N:11][CH:12]=1)=[O:6])[CH3:3], predict the reaction product. The product is: [CH2:2]([O:4][C:5]([C:7]1[C:8]2[S:16][CH:15]=[C:14]([CH2:17][O:18][C:19]3[CH:24]=[CH:23][CH:22]=[C:21]([CH2:25][NH:26][C:27]4[CH:32]=[CH:31][CH:30]=[CH:29][CH:28]=4)[CH:20]=3)[C:9]=2[C:10]([NH2:1])=[N:11][CH:12]=1)=[O:6])[CH3:3]. (6) Given the reactants F[B-](F)(F)F.[Cl:6][C:7]1[CH:12]=[CH:11]C([N+]#N)=C[N:8]=1.F[C:16]([F:21])(F)[C:17](O)=O.[OH:22]O, predict the reaction product. The product is: [Cl:6][C:7]1[CH:12]=[CH:11][C:16]([F:21])=[CH:17][N+:8]=1[O-:22]. (7) Given the reactants [Cl:1][C:2]1[CH:3]=[C:4]([C:11]#N)[CH:5]=[C:6]2[C:10]=1[NH:9][N:8]=[CH:7]2.[OH2:13].[OH-:14].[K+], predict the reaction product. The product is: [Cl:1][C:2]1[CH:3]=[C:4]([C:11]([OH:14])=[O:13])[CH:5]=[C:6]2[C:10]=1[NH:9][N:8]=[CH:7]2.